From a dataset of Catalyst prediction with 721,799 reactions and 888 catalyst types from USPTO. Predict which catalyst facilitates the given reaction. (1) Reactant: [Br:1][C:2]1[CH:3]=[N:4][C:5]([CH2:8][CH2:9][NH2:10])=[N:6][CH:7]=1.C(N(CC)CC)C.[F:18][C:19]([F:30])([F:29])[C:20]1[CH:28]=[CH:27][CH:26]=[CH:25][C:21]=1[C:22](Cl)=[O:23]. Product: [Br:1][C:2]1[CH:3]=[N:4][C:5]([CH2:8][CH2:9][NH:10][C:22](=[O:23])[C:21]2[CH:25]=[CH:26][CH:27]=[CH:28][C:20]=2[C:19]([F:18])([F:29])[F:30])=[N:6][CH:7]=1. The catalyst class is: 1. (2) Reactant: C(OC(=O)[NH:7][C@H:8]([C:20]1[NH:24][N:23]=[N:22][N:21]=1)[CH2:9][C:10]1[CH:15]=[CH:14][C:13]([O:16][CH2:17][CH:18]=[CH2:19])=[CH:12][CH:11]=1)(C)(C)C.[ClH:26].O1CCOCC1. Product: [ClH:26].[CH2:17]([O:16][C:13]1[CH:14]=[CH:15][C:10]([CH2:9][C@@H:8]([C:20]2[NH:24][N:23]=[N:22][N:21]=2)[NH2:7])=[CH:11][CH:12]=1)[CH:18]=[CH2:19]. The catalyst class is: 2.